This data is from Catalyst prediction with 721,799 reactions and 888 catalyst types from USPTO. The task is: Predict which catalyst facilitates the given reaction. (1) Reactant: Cl[C:2]1[C:7]([C:8]2[CH:9]=[N:10][CH:11]=[N:12][CH:13]=2)=[C:6]([C:14]#[C:15][C:16]2[CH:21]=[CH:20][CH:19]=[CH:18][CH:17]=2)[N:5]=[C:4]([NH2:22])[CH:3]=1.[CH3:23][O-:24].[Na+]. Product: [CH3:23][O:24][C:2]1[C:7]([C:8]2[CH:9]=[N:10][CH:11]=[N:12][CH:13]=2)=[C:6]([C:14]#[C:15][C:16]2[CH:21]=[CH:20][CH:19]=[CH:18][CH:17]=2)[N:5]=[C:4]([NH2:22])[CH:3]=1. The catalyst class is: 24. (2) Reactant: [Cl:1][C:2]1[CH:7]=[C:6](F)[CH:5]=[CH:4][N:3]=1.[NH2:9][CH2:10][CH2:11][N:12]1[C:17](=[O:18])[CH:16]=[CH:15][C:14]([C:19]2[S:20][CH:21]=[C:22]([CH3:24])[CH:23]=2)=[N:13]1.C([O-])([O-])=O.[K+].[K+].C([O-])(O)=O.[Na+]. Product: [Cl:1][C:2]1[CH:7]=[C:6]([NH:9][CH2:10][CH2:11][N:12]2[C:17](=[O:18])[CH:16]=[CH:15][C:14]([C:19]3[S:20][CH:21]=[C:22]([CH3:24])[CH:23]=3)=[N:13]2)[CH:5]=[CH:4][N:3]=1. The catalyst class is: 85. (3) Reactant: C(O[C:6](=O)[N:7]([CH2:9][CH2:10][C:11]1[CH:16]=[CH:15][C:14]([O:17][CH3:18])=[CH:13][C:12]=1[N+:19]([O-])=O)C)(C)(C)C.[ClH:23]. Product: [ClH:23].[CH3:18][O:17][C:14]1[CH:15]=[CH:16][C:11]([CH2:10][CH2:9][NH:7][CH3:6])=[C:12]([NH2:19])[CH:13]=1. The catalyst class is: 12. (4) Reactant: [CH3:1][S:2](=[S:5])([O-:4])=[O:3].[Na+].Br[CH2:8][CH2:9][C:10]([OH:12])=[O:11]. Product: [CH3:1][S:2]([S:5][CH2:8][CH2:9][C:10]([OH:12])=[O:11])(=[O:4])=[O:3]. The catalyst class is: 9. (5) Reactant: [F:1][C:2]([F:19])([F:18])[O:3][C:4]1[CH:5]=[C:6]([NH:10][CH2:11][C:12]2[CH:13]=[N:14][CH:15]=[CH:16][CH:17]=2)[CH:7]=[CH:8][CH:9]=1.N1C=CC=CC=1.[F:26][C:27]([F:34])([F:33])[CH2:28][S:29](Cl)(=[O:31])=[O:30]. Product: [F:19][C:2]([F:18])([F:1])[O:3][C:4]1[CH:5]=[C:6]([N:10]([CH2:11][C:12]2[CH:13]=[N:14][CH:15]=[CH:16][CH:17]=2)[S:29]([CH2:28][C:27]([F:34])([F:33])[F:26])(=[O:31])=[O:30])[CH:7]=[CH:8][CH:9]=1. The catalyst class is: 68. (6) Reactant: [NH2:1][C:2]1[C:3]([Cl:8])=[N:4][CH:5]=[CH:6][CH:7]=1.CO[CH:11]=[C:12]1[C:17](=[O:18])[O:16][C:15]([CH3:20])([CH3:19])[O:14][C:13]1=[O:21]. Product: [Cl:8][C:3]1[C:2]([NH:1][CH:11]=[C:12]2[C:13](=[O:21])[O:14][C:15]([CH3:19])([CH3:20])[O:16][C:17]2=[O:18])=[CH:7][CH:6]=[CH:5][N:4]=1. The catalyst class is: 32.